Task: Regression/Classification. Given a drug SMILES string, predict its absorption, distribution, metabolism, or excretion properties. Task type varies by dataset: regression for continuous measurements (e.g., permeability, clearance, half-life) or binary classification for categorical outcomes (e.g., BBB penetration, CYP inhibition). Dataset: cyp3a4_veith.. Dataset: CYP3A4 inhibition data for predicting drug metabolism from PubChem BioAssay (1) The compound is CCSC1=C(C#N)C2(CCCCC2)C(C#N)=C(N)N1. The result is 1 (inhibitor). (2) The drug is O=C1[C@H]2CC[C@H]3/C(=N\OC[C@@H](O)COCc4ccco4)C[C@@H](O)[C@@H](O)[C@@H]3[C@@H]2C(=O)N1Cc1ccccc1. The result is 1 (inhibitor). (3) The molecule is CCn1c(SCc2ccc(C)cc2)nnc1-c1nn(-c2ccccc2)ccc1=O. The result is 1 (inhibitor).